The task is: Predict which catalyst facilitates the given reaction.. This data is from Catalyst prediction with 721,799 reactions and 888 catalyst types from USPTO. (1) Reactant: [CH3:1][C@:2]12[C:8]([CH3:10])([CH3:9])[C@H:5]([CH2:6][CH2:7]1)[CH:4]([C:11](Cl)=[O:12])[C:3]2=O.C(N(CC)CC)C.C(O[C:27]([N:29](C)[NH:30][C:31]1[CH:40]=[CH:39][C:38]2[C:33](=[CH:34][CH:35]=[CH:36][CH:37]=2)[CH:32]=1)=O)(C)(C)C.Cl.O1CCOCC1. Product: [CH3:27][N:29]1[C:3]2[C@@:2]3([CH3:1])[C:8]([CH3:10])([CH3:9])[C@H:5]([CH2:6][CH2:7]3)[C:4]=2[C:11](=[O:12])[N:30]1[C:31]1[CH:40]=[CH:39][C:38]2[C:33](=[CH:34][CH:35]=[CH:36][CH:37]=2)[CH:32]=1. The catalyst class is: 26. (2) Reactant: CS(O[C@H:6]([CH2:12][CH2:13][CH2:14][CH2:15][CH2:16][CH2:17][CH2:18][CH2:19][CH2:20][CH2:21][CH2:22][CH2:23][CH3:24])[CH2:7][C:8]([O:10][CH3:11])=[O:9])(=O)=O.[N-:25]=[N+:26]=[N-:27].[Na+].C(OCC)(=O)C.O. Product: [N:25]([C@@H:6]([CH2:12][CH2:13][CH2:14][CH2:15][CH2:16][CH2:17][CH2:18][CH2:19][CH2:20][CH2:21][CH2:22][CH2:23][CH3:24])[CH2:7][C:8]([O:10][CH3:11])=[O:9])=[N+:26]=[N-:27]. The catalyst class is: 9.